This data is from Forward reaction prediction with 1.9M reactions from USPTO patents (1976-2016). The task is: Predict the product of the given reaction. (1) Given the reactants [CH2:1]([O:8][C:9]1[CH:14]=[CH:13][C:12]([C:15]([NH:17][NH:18]C(OC(C)(C)C)=O)=[S:16])=[CH:11][CH:10]=1)[CH2:2][CH2:3][CH2:4][CH2:5][CH2:6][CH3:7].[ClH:26], predict the reaction product. The product is: [ClH:26].[CH2:1]([O:8][C:9]1[CH:14]=[CH:13][C:12]([C:15](=[S:16])[NH:17][NH2:18])=[CH:11][CH:10]=1)[CH2:2][CH2:3][CH2:4][CH2:5][CH2:6][CH3:7]. (2) Given the reactants [F:1][C:2]([F:26])([F:25])[C:3]([NH:5][C:6]1[CH:11]=[C:10]([O:12][C:13]2[CH:18]=[CH:17][C:16]([CH:19]=[O:20])=[CH:15][CH:14]=2)[CH:9]=[C:8]([F:21])[C:7]=1[N+:22]([O-])=O)=O.C(OCC)(OCC)OCC.C(O)CO, predict the reaction product. The product is: [F:21][C:8]1[C:7]2[N:22]=[C:3]([C:2]([F:26])([F:25])[F:1])[NH:5][C:6]=2[CH:11]=[C:10]([O:12][C:13]2[CH:18]=[CH:17][C:16]([CH:19]=[O:20])=[CH:15][CH:14]=2)[CH:9]=1. (3) Given the reactants [Cl-].[F:2][C:3]1[C:12]2[C:7](=[CH:8][CH:9]=[CH:10][CH:11]=2)[CH:6]=[CH:5][C:4]=1[O:13][CH2:14][CH2:15][NH3+:16].[CH3:17][N:18]1[CH:22]=[CH:21][CH:20]=[C:19]1[CH:23]=O, predict the reaction product. The product is: [F:2][C:3]1[C:12]2[C:7](=[CH:8][CH:9]=[CH:10][CH:11]=2)[CH:6]=[CH:5][C:4]=1[O:13][CH2:14][CH2:15][NH:16][CH2:23][C:19]1[N:18]([CH3:17])[CH:22]=[CH:21][CH:20]=1. (4) Given the reactants [CH2:1]([Li])CCC.[NH:6]1[C:10]2[CH:11]=[CH:12][CH:13]=[CH:14][C:9]=2[N:8]=[C:7]1[S:15][CH:16]1[CH2:21][CH2:20][N:19]([C:22]([O:24][C:25]([CH3:28])([CH3:27])[CH3:26])=[O:23])[CH2:18][CH2:17]1.CI.[Cl-].[NH4+], predict the reaction product. The product is: [CH3:1][N:6]1[C:10]2[CH:11]=[CH:12][CH:13]=[CH:14][C:9]=2[N:8]=[C:7]1[S:15][CH:16]1[CH2:21][CH2:20][N:19]([C:22]([O:24][C:25]([CH3:28])([CH3:27])[CH3:26])=[O:23])[CH2:18][CH2:17]1. (5) Given the reactants C(O[C:4]1[C:5](=[O:20])[C:6](=[O:19])[C:7]=1[NH:8][C:9]1[CH:14]=[CH:13][CH:12]=[C:11]([C:15]([F:18])([F:17])[F:16])[CH:10]=1)C.Cl.[Br:22][C:23]1[CH:28]=[CH:27][C:26]([NH2:29])=[C:25]([C:30]2[NH:34][N:33]=[N:32][N:31]=2)[CH:24]=1.C(N(CC)CC)C, predict the reaction product. The product is: [Br:22][C:23]1[CH:28]=[CH:27][C:26]([NH:29][C:4]2[C:5](=[O:20])[C:6](=[O:19])[C:7]=2[NH:8][C:9]2[CH:14]=[CH:13][CH:12]=[C:11]([C:15]([F:16])([F:17])[F:18])[CH:10]=2)=[C:25]([C:30]2[NH:34][N:33]=[N:32][N:31]=2)[CH:24]=1.